From a dataset of HIV replication inhibition screening data with 41,000+ compounds from the AIDS Antiviral Screen. Binary Classification. Given a drug SMILES string, predict its activity (active/inactive) in a high-throughput screening assay against a specified biological target. (1) The molecule is CCN(CC)CCN1C(=O)c2cccc3cc([N+](=O)[O-])cc(c23)C1=O. The result is 0 (inactive). (2) The molecule is O=C(Nc1ccccc1)OCCN=C1c2ccccc2C(Br)C(Br)c2ccccc21. The result is 0 (inactive).